From a dataset of Reaction yield outcomes from USPTO patents with 853,638 reactions. Predict the reaction yield, written as a fraction of the theoretical maximum amount of product (1.0 means a 100% yield; for example, 0.34 means a 34% yield). (1) The reactants are [OH:1][C:2]1[CH:13]=[CH:12][CH:11]=[CH:10][C:3]=1[CH2:4][CH2:5][NH:6][C:7](=[O:9])[CH3:8].[C:14](=[O:17])([O-])[O-].[K+].[K+]. The catalyst is CN(C)C=O.ClCCl. The product is [CH:14]([C:2]1[CH:13]=[CH:12][CH:11]=[CH:10][C:3]=1[O:1][C:2]1[CH:13]=[CH:12][CH:11]=[CH:10][C:3]=1[CH2:4][CH2:5][NH:6][C:7](=[O:9])[CH3:8])=[O:17]. The yield is 0.500. (2) The reactants are [CH3:1][O:2][C:3](=[O:20])[C:4]1[CH:9]=[C:8]([C:10]#[C:11][CH2:12][O:13][CH3:14])[C:7]([C:15]([F:18])([F:17])[F:16])=[CH:6][C:5]=1[NH2:19].[S-2].[Na+].[Na+].Cl.C[OH:26]. The yield is 0.130. No catalyst specified. The product is [CH3:1][O:2][C:3](=[O:20])[C:4]1[CH:9]=[C:8]([C:10](=[O:26])[CH2:11][CH2:12][O:13][CH3:14])[C:7]([C:15]([F:17])([F:18])[F:16])=[CH:6][C:5]=1[NH2:19]. (3) The reactants are [NH2:1][CH:2]([C:12]1([OH:25])[CH2:17][CH2:16][N:15]([C:18]([O:20][C:21]([CH3:24])([CH3:23])[CH3:22])=[O:19])[CH2:14][CH2:13]1)[CH2:3][O:4][Si:5]([C:8]([CH3:11])([CH3:10])[CH3:9])([CH3:7])[CH3:6].[NH2:26][C:27]1[N:31]([C:32]2[CH:37]=[CH:36][C:35]([F:38])=[CH:34][CH:33]=2)[N:30]=[CH:29][C:28]=1[C:39](O)=[O:40].CN(C(ON1N=NC2C=CC=NC1=2)=[N+](C)C)C.F[P-](F)(F)(F)(F)F.C(N(CC)CC)C. The catalyst is ClCCl.CCOC(C)=O. The product is [NH2:26][C:27]1[N:31]([C:32]2[CH:33]=[CH:34][C:35]([F:38])=[CH:36][CH:37]=2)[N:30]=[CH:29][C:28]=1[C:39]([NH:1][CH:2]([C:12]1([OH:25])[CH2:13][CH2:14][N:15]([C:18]([O:20][C:21]([CH3:24])([CH3:23])[CH3:22])=[O:19])[CH2:16][CH2:17]1)[CH2:3][O:4][Si:5]([C:8]([CH3:11])([CH3:9])[CH3:10])([CH3:7])[CH3:6])=[O:40]. The yield is 0.590.